Predict the product of the given reaction. From a dataset of Forward reaction prediction with 1.9M reactions from USPTO patents (1976-2016). The product is: [C:53]([O:52][C:50]([N:47]1[CH2:46][CH:45]=[C:44]([C:2]2[CH:3]=[CH:4][C:5]([C:8]3[N:13]([CH2:14][C:15]4[CH:20]=[CH:19][C:18]([O:21][CH3:22])=[CH:17][C:16]=4[O:23][CH3:24])[C:12](=[O:25])[C:11]([C:26]([O:28][CH3:29])=[O:27])=[C:10]([O:30][CH2:31][O:32][CH3:33])[C:9]=3[CH2:34][CH3:35])=[CH:6][CH:7]=2)[CH2:49][CH2:48]1)=[O:51])([CH3:56])([CH3:54])[CH3:55]. Given the reactants Cl[C:2]1[CH:7]=[CH:6][C:5]([C:8]2[N:13]([CH2:14][C:15]3[CH:20]=[CH:19][C:18]([O:21][CH3:22])=[CH:17][C:16]=3[O:23][CH3:24])[C:12](=[O:25])[C:11]([C:26]([O:28][CH3:29])=[O:27])=[C:10]([O:30][CH2:31][O:32][CH3:33])[C:9]=2[CH2:34][CH3:35])=[CH:4][CH:3]=1.CC1(C)C(C)(C)OB([C:44]2[CH2:49][CH2:48][N:47]([C:50]([O:52][C:53]([CH3:56])([CH3:55])[CH3:54])=[O:51])[CH2:46][CH:45]=2)O1.COC1C=CC=C(OC)C=1C1C=CC=CC=1P(C1CCCCC1)C1CCCCC1.[O-]P([O-])([O-])=O.[K+].[K+].[K+], predict the reaction product.